From a dataset of CYP1A2 inhibition data for predicting drug metabolism from PubChem BioAssay. Regression/Classification. Given a drug SMILES string, predict its absorption, distribution, metabolism, or excretion properties. Task type varies by dataset: regression for continuous measurements (e.g., permeability, clearance, half-life) or binary classification for categorical outcomes (e.g., BBB penetration, CYP inhibition). Dataset: cyp1a2_veith. (1) The compound is COCCn1c(C(=O)N2CCCC2)cc2c1C[C@H]1CN(C(=O)c3ccccc3)[C@@](Cc3ccc(OC)cc3)(C(=O)OC)[C@@H]21. The result is 0 (non-inhibitor). (2) The drug is CC[C@@H](c1ccccc1)n1c(=O)n2n(c1=O)[C@@H]1[C@H](CC2)C(=O)[C@@H]2O[C@@H]2[C@H]1O. The result is 0 (non-inhibitor). (3) The drug is COc1ccc(COC(=O)N/N=C2/C[C@@H](O)[C@@H](O)[C@@H]3[C@@H]4C(=O)N(Cc5ccccc5)C(=O)[C@H]4CC[C@@H]23)cc1. The result is 0 (non-inhibitor). (4) The drug is O=C(CC(c1ccccc1)c1ccccc1)NCC1CCCO1. The result is 0 (non-inhibitor). (5) The compound is Cc1c(C)n(C(=O)CN2CCC(C)CC2)c2ccccc12. The result is 1 (inhibitor). (6) The drug is O=C(CSC1=NCCS1)N1CCN(c2ccc(Cl)cc2)CC1. The result is 1 (inhibitor). (7) The compound is O=C(O)C1(C(=O)O)CCN(S(=O)(=O)c2ccccc2)CC1. The result is 0 (non-inhibitor). (8) The molecule is Cc1cc2ccccn2c1C(=O)c1ccc(Cl)cc1. The result is 1 (inhibitor).